From a dataset of Reaction yield outcomes from USPTO patents with 853,638 reactions. Predict the reaction yield, written as a fraction of the theoretical maximum amount of product (1.0 means a 100% yield; for example, 0.34 means a 34% yield). (1) The reactants are O.[NH2:2][NH2:3].C[O:5][C:6](=O)[C:7]([NH:9][C:10]1[CH:27]=[CH:26][C:13]([O:14][C@H:15]2[CH2:20][CH2:19][C@H:18]([C:21]([O:23][CH2:24][CH3:25])=[O:22])[CH2:17][CH2:16]2)=[CH:12][CH:11]=1)=[O:8].CCOCC. The catalyst is CCO. The product is [NH:2]([C:6](=[O:5])[C:7]([NH:9][C:10]1[CH:27]=[CH:26][C:13]([O:14][C@H:15]2[CH2:20][CH2:19][C@H:18]([C:21]([O:23][CH2:24][CH3:25])=[O:22])[CH2:17][CH2:16]2)=[CH:12][CH:11]=1)=[O:8])[NH2:3]. The yield is 0.850. (2) The reactants are [CH3:1][N:2]1[C:10]2[C:9]([O:11][C:12]3[CH:17]=[CH:16][C:15]([CH2:18][C:19]([O:21]CC)=[O:20])=[CH:14][CH:13]=3)=[N:8][CH:7]=[N:6][C:5]=2[CH:4]=[CH:3]1.[OH-].[Na+].Cl. The catalyst is CO. The product is [CH3:1][N:2]1[C:10]2[C:9]([O:11][C:12]3[CH:13]=[CH:14][C:15]([CH2:18][C:19]([OH:21])=[O:20])=[CH:16][CH:17]=3)=[N:8][CH:7]=[N:6][C:5]=2[CH:4]=[CH:3]1. The yield is 0.740. (3) The reactants are [Cl:1][C:2]1[CH:7]=[CH:6][C:5]([C:8]2[CH:9]=[N:10][CH:11]=[C:12]3[C:17]=2[N:16]=[C:15]([C:18]([OH:20])=O)[CH:14]=[CH:13]3)=[CH:4][CH:3]=1.C(N(CC)C(C)C)(C)C.F[P-](F)(F)(F)(F)F.N1(OC(N(C)C)=[N+](C)C)C2N=CC=CC=2N=N1.[NH:54]1[CH2:59][CH2:58][O:57][CH2:56][CH2:55]1. The catalyst is CN(C)C=O. The product is [Cl:1][C:2]1[CH:3]=[CH:4][C:5]([C:8]2[CH:9]=[N:10][CH:11]=[C:12]3[C:17]=2[N:16]=[C:15]([C:18]([N:54]2[CH2:59][CH2:58][O:57][CH2:56][CH2:55]2)=[O:20])[CH:14]=[CH:13]3)=[CH:6][CH:7]=1. The yield is 0.0100. (4) The product is [OH:31][CH:23]([C:24]1[CH:25]=[CH:26][C:27]([OH:30])=[CH:28][CH:29]=1)[CH:21]([NH:20][CH2:1][CH2:3][C:4]1[CH:18]=[CH:17][C:7]([O:8][CH2:9][C:10]([O:12][C:13]([CH3:16])([CH3:15])[CH3:14])=[O:11])=[CH:6][CH:5]=1)[CH3:22]. No catalyst specified. The reactants are [CH:1]([CH2:3][C:4]1[CH:18]=[CH:17][C:7]([O:8][CH2:9][C:10]([O:12][C:13]([CH3:16])([CH3:15])[CH3:14])=[O:11])=[CH:6][CH:5]=1)=O.Cl.[NH2:20][CH:21]([CH:23]([OH:31])[C:24]1[CH:29]=[CH:28][C:27]([OH:30])=[CH:26][CH:25]=1)[CH3:22]. The yield is 0.510. (5) The reactants are [Br:1][C:2]1[CH:3]=[C:4]2[C:8](=[CH:9][CH:10]=1)[C:7](=[O:11])[O:6][C:5]2=O.O.[NH2:14][NH2:15]. The catalyst is C(O)(C)C. The product is [Br:1][C:2]1[CH:3]=[C:4]2[C:8](=[CH:9][CH:10]=1)[C:7](=[O:11])[NH:15][NH:14][C:5]2=[O:6]. The yield is 0.723. (6) The reactants are C1(P(C2C=CC=CC=2)C2C=CC=CC=2)C=CC=CC=1.[Br:20]N1C(=O)CCC1=O.[Cl:28][C:29]1[CH:30]=[C:31]([C@@H:39]([CH2:43][CH:44]2[CH2:48][CH2:47][CH2:46][CH2:45]2)[C:40]([OH:42])=O)[CH:32]=[CH:33][C:34]=1[S:35]([CH3:38])(=[O:37])=[O:36].[NH2:49][C:50]1[CH:55]=[CH:54][CH:53]=[CH:52][N:51]=1.N1C=CC=CC=1. The catalyst is C(Cl)Cl.O. The product is [Br:20][C:53]1[CH:54]=[CH:55][C:50]([NH:49][C:40](=[O:42])[C@@H:39]([C:31]2[CH:32]=[CH:33][C:34]([S:35]([CH3:38])(=[O:36])=[O:37])=[C:29]([Cl:28])[CH:30]=2)[CH2:43][CH:44]2[CH2:48][CH2:47][CH2:46][CH2:45]2)=[N:51][CH:52]=1. The yield is 0.760. (7) The product is [Br:25][C:26]1[CH:31]=[CH:30][C:29]([N:22]2[CH2:23][CH2:24][N:19]([C:12]3[N:11]=[C:10]([NH:9][C:5]4[CH:6]=[CH:7][CH:8]=[C:3]([O:2][CH3:1])[CH:4]=4)[CH:15]=[C:14]([N:16]([CH3:18])[CH3:17])[N:13]=3)[CH2:20][CH2:21]2)=[CH:28][CH:27]=1. The catalyst is C(Cl)Cl. The reactants are [CH3:1][O:2][C:3]1[CH:4]=[C:5]([NH:9][C:10]2[CH:15]=[C:14]([N:16]([CH3:18])[CH3:17])[N:13]=[C:12]([N:19]3[CH2:24][CH2:23][NH:22][CH2:21][CH2:20]3)[N:11]=2)[CH:6]=[CH:7][CH:8]=1.[Br:25][C:26]1[CH:31]=[CH:30][C:29](F)=[CH:28][CH:27]=1. The yield is 0.400. (8) The product is [Br:3][C:4]1[CH:5]=[C:6]([CH:14]=[CH:15][CH:16]=1)[CH2:7][CH2:8][O:9][CH2:10][CH2:11][OH:12]. The reactants are N#N.[Br:3][C:4]1[CH:5]=[C:6]([CH:14]=[CH:15][CH:16]=1)[CH2:7][CH2:8][O:9][CH2:10][C:11](O)=[O:12].B.C1COCC1. The catalyst is C1COCC1. The yield is 0.960. (9) The reactants are [NH2:1][C:2]1[N:10]=[C:9]([CH3:11])[CH:8]=[CH:7][C:3]=1[C:4](O)=[O:5].[CH:12]([NH2:14])=O. No catalyst specified. The product is [CH3:11][C:9]1[CH:8]=[CH:7][C:3]2[C:4]([OH:5])=[N:14][CH:12]=[N:1][C:2]=2[N:10]=1. The yield is 0.510.